Task: Predict the product of the given reaction.. Dataset: Forward reaction prediction with 1.9M reactions from USPTO patents (1976-2016) Given the reactants [C:1]([NH:9][NH2:10])(=[O:8])[C:2]1[CH:7]=[CH:6][CH:5]=[CH:4][CH:3]=1.[OH-].[K+].[C:13](=S)=[S:14], predict the reaction product. The product is: [C:2]1([C:1]2[O:8][C:13]([SH:14])=[N:10][N:9]=2)[CH:7]=[CH:6][CH:5]=[CH:4][CH:3]=1.